The task is: Regression. Given a peptide amino acid sequence and an MHC pseudo amino acid sequence, predict their binding affinity value. This is MHC class II binding data.. This data is from Peptide-MHC class II binding affinity with 134,281 pairs from IEDB. The binding affinity (normalized) is 0.210. The peptide sequence is AAVKAGAALLDGGNM. The MHC is H-2-IAb with pseudo-sequence H-2-IAb.